From a dataset of Catalyst prediction with 721,799 reactions and 888 catalyst types from USPTO. Predict which catalyst facilitates the given reaction. Reactant: [N+:1]([C:4]1[CH:9]=[CH:8][C:7](Br)=[CH:6][N:5]=1)([O-:3])=[O:2].[C:11]([N:18]1[CH2:23][CH2:22][NH:21][CH2:20][CH2:19]1)([O:13][C:14]([CH3:17])([CH3:16])[CH3:15])=[O:12].C(=O)([O-])[O-].[K+].[K+].O. Product: [N+:1]([C:4]1[N:5]=[CH:6][C:7]([N:21]2[CH2:20][CH2:19][N:18]([C:11]([O:13][C:14]([CH3:17])([CH3:16])[CH3:15])=[O:12])[CH2:23][CH2:22]2)=[CH:8][CH:9]=1)([O-:3])=[O:2]. The catalyst class is: 9.